From a dataset of Peptide-MHC class II binding affinity with 134,281 pairs from IEDB. Regression. Given a peptide amino acid sequence and an MHC pseudo amino acid sequence, predict their binding affinity value. This is MHC class II binding data. (1) The peptide sequence is KVYERCEFARTLKRN. The MHC is H-2-IAd with pseudo-sequence H-2-IAd. The binding affinity (normalized) is 0. (2) The peptide sequence is AKRMIAISAKVARDI. The MHC is HLA-DQA10401-DQB10402 with pseudo-sequence HLA-DQA10401-DQB10402. The binding affinity (normalized) is 0.523. (3) The binding affinity (normalized) is 0.358. The peptide sequence is SAFQGLFGGLNWITK. The MHC is DRB1_0301 with pseudo-sequence DRB1_0301.